Predict the reactants needed to synthesize the given product. From a dataset of Full USPTO retrosynthesis dataset with 1.9M reactions from patents (1976-2016). (1) Given the product [Br:1][C:2]1[CH:7]=[CH:6][C:5]([C:8]2([C:9]([F:11])([F:12])[F:10])[O:17][CH2:16][CH2:15][O:13]2)=[CH:4][CH:3]=1, predict the reactants needed to synthesize it. The reactants are: [Br:1][C:2]1[CH:7]=[CH:6][C:5]([C:8](=[O:13])[C:9]([F:12])([F:11])[F:10])=[CH:4][CH:3]=1.Cl[CH2:15][CH2:16][OH:17].CC(C)([O-])C.[K+].[Cl-].[NH4+]. (2) Given the product [CH2:23]([S:25]([O:15][C:6]1[CH:7]=[CH:8][C:9]([C:11]([CH3:14])([CH3:13])[CH3:12])=[CH:10][C:5]=1[C:1]([CH3:4])([CH3:3])[CH3:2])(=[O:27])=[O:26])[CH3:24], predict the reactants needed to synthesize it. The reactants are: [C:1]([C:5]1[CH:10]=[C:9]([C:11]([CH3:14])([CH3:13])[CH3:12])[CH:8]=[CH:7][C:6]=1[OH:15])([CH3:4])([CH3:3])[CH3:2].C(N(CC)CC)C.[CH2:23]([S:25](Cl)(=[O:27])=[O:26])[CH3:24]. (3) Given the product [CH3:10][O:9][C:7]1[CH:6]=[CH:5][C:4]2[S:11][CH:16]=[N:2][C:3]=2[CH:8]=1, predict the reactants needed to synthesize it. The reactants are: Cl.[NH2:2][C:3]1[CH:8]=[C:7]([O:9][CH3:10])[CH:6]=[CH:5][C:4]=1[SH:11].B(O)(O)O.[CH:16](O)=O. (4) Given the product [CH2:28]([C:22]1[N:23]=[C:24]2[C:19]([C:18]([NH:1][C:2]3[CH:7]=[C:6]([CH3:8])[CH:5]=[CH:4][C:3]=3[S:9][C:10]3[CH:15]=[CH:14][C:13]([OH:16])=[CH:12][CH:11]=3)=[CH:27][CH:26]=[N:25]2)=[CH:20][CH:21]=1)[CH3:29], predict the reactants needed to synthesize it. The reactants are: [NH2:1][C:2]1[CH:7]=[C:6]([CH3:8])[CH:5]=[CH:4][C:3]=1[S:9][C:10]1[CH:15]=[CH:14][C:13]([OH:16])=[CH:12][CH:11]=1.Cl[C:18]1[CH:27]=[CH:26][N:25]=[C:24]2[C:19]=1[CH:20]=[CH:21][C:22]([CH2:28][CH3:29])=[N:23]2. (5) Given the product [CH2:21]([NH:20][C:13]1[CH:14]=[C:15]([Cl:19])[CH:16]=[C:17]2[C:12]=1[NH:11][C:10]([C@H:2]([NH:1][C:42]([NH:41][C:40]([O:39][C:35]([CH3:38])([CH3:37])[CH3:36])=[O:56])=[N:48][C:49]([O:51][C:52]([CH3:55])([CH3:54])[CH3:53])=[O:50])[CH2:3][C:4]1[CH:5]=[CH:6][CH:7]=[CH:8][CH:9]=1)=[CH:18]2)[C:22]1[CH:27]=[CH:26][CH:25]=[CH:24][CH:23]=1, predict the reactants needed to synthesize it. The reactants are: [NH2:1][C@@H:2]([C:10]1[NH:11][C:12]2[C:17]([CH:18]=1)=[CH:16][C:15]([Cl:19])=[CH:14][C:13]=2[NH:20][CH2:21][C:22]1[CH:27]=[CH:26][CH:25]=[CH:24][CH:23]=1)[CH2:3][C:4]1[CH:9]=[CH:8][CH:7]=[CH:6][CH:5]=1.C(N(CC)CC)C.[C:35]([O:39][C:40](=[O:56])[NH:41]/[C:42](=[N:48]\[C:49]([O:51][C:52]([CH3:55])([CH3:54])[CH3:53])=[O:50])/N1C=CC=N1)([CH3:38])([CH3:37])[CH3:36].